This data is from Experimentally validated miRNA-target interactions with 360,000+ pairs, plus equal number of negative samples. The task is: Binary Classification. Given a miRNA mature sequence and a target amino acid sequence, predict their likelihood of interaction. (1) The miRNA is hsa-miR-99a-3p with sequence CAAGCUCGCUUCUAUGGGUCUG. The protein sequence of the target gene is MLHHHCRRNPELQEELQIQAAVAAGDVHTVRKMLEQGYSPNGRDANGWTLLHFSAARGKERCVRVFLEHGADPTVKDLIGGFTALHYAAMHGRARIARLMLESEYRSDIINAKSNDGWTPLHVAAHYGRDSFVRLLLEFKAEVDPLSDKGTTPLQLAIIRERSSCVKILLDHNANIDIQNGFLLRYAVIKSNHSYCRMFLQRGADTNLGRLEDGQTPLHLSALRDDVLCARMLYNYGADTNTRNYEGQTPLAVSISISGSSRPCLDFLQDVTRQPRTLQDLCRIKIRQCIGLQNLKLLDE.... Result: 0 (no interaction). (2) The miRNA is hsa-miR-324-3p with sequence CCCACUGCCCCAGGUGCUGCUGG. The protein sequence of the target gene is MDPKGLLSLTFVLFLSLAFGASYGTGGRMMNCPKILRQLGSKVLLPLTYERINKSMNKSIHIVVTMAKSLENSVENKIVSLDPSEAGPPRYLGDRYKFYLENLTLGIRESRKEDEGWYLMTLEKNVSVQRFCLQLRLYEQVSTPEIKVLNKTQENGTCTLILGCTVEKGDHVAYSWSEKAGTHPLNPANSSHLLSLTLGPQHADNIYICTVSNPISNNSQTFSPWPGCRTDPSETKPWAVYAGLLGGVIMILIMVVILQLRRRGKTNHYQTTVEKKSLTIYAQVQKPGPLQKKLDSFPAQ.... Result: 0 (no interaction). (3) The miRNA is mmu-miR-466g with sequence AUACAGACACAUGCACACACA. The protein sequence of the target gene is MKLPIFIADAFTATAFRGNPAAVCLLERTLEEDAHQQIAREMNLSETAFIRKLQPTDSFTQSSRFGLRWFTPVSEVPLCGHATLASAAVLFHKIQNRNSTLTFVTMSGELKARRAEDGIVLDFPVYPTFPQDFHEVEDLIKAAIGDTLVQDIRYSTDTRKLLVRLSDSYDRSFLESLKVNTEPLPAIEKTGKVRGLILTVKGEPGGQTAPYDFYSRYFAPWVGIAEDPVTGSAHTVLSSYWSQQLRKKEMRAFQCSRRGGELDISLRPDGRVDIKGGAVIVLEGTLTA. Result: 1 (interaction). (4) The miRNA is mmu-miR-3102-3p with sequence GAGCACCCCAUUGGCUACCCACA. The protein sequence of the target gene is MSTANPETPNSTISREASTQSSSAATSQGYILPEGKIMPNTVFVGGIDVRMDETEIRSFFARYGSVKEVKIITDRTGVSKGYGFVSFFNDVDVQKIVESQINFHGKKLKLGPAIRKQNLCAYHVQPRPLVFNHPPPPQFQNVWTNPNTETYMQPTTTMNPITQYVQAYPTYPNSPVQVITGYQLPVYNYQMPPQWPVGEQRSYVVPPAYSAVNYHCNEVDPGAEVVPNECSVHEATPPSGNGPQKKSVDRSIQTVVSCLFNPENRLRNSVVTQDDYFKDKRVHHFRRSRAMLKSV. Result: 0 (no interaction). (5) The miRNA is hsa-miR-4640-5p with sequence UGGGCCAGGGAGCAGCUGGUGGG. The protein sequence of the target gene is MDMHCKADPFSAMHRHGGVNQLGGVFVNGRPLPDVVRQRIVELAHQGVRPCDISRQLRVSHGCVSKILGRYYETGSIKPGVIGGSKPKVATPKVVDKIAEYKRQNPTMFAWEIRDRLLAEGICDNDTVPSVSSINRIIRTKVQQPFHPTPDGAGTGVTAPGHTIVPSTASPPVSSASNDPVGSYSINGILGIPRSNGEKRKREEVEVYTDPAHIRGGGGLHLVWTLRDVSEGSVPNGDSQSGVDSLRKHLRADTFTQQQLEALDRVFERPSYPDVFQASEHIKSEQGNEYSLPALTPGLD.... Result: 0 (no interaction). (6) Result: 1 (interaction). The protein sequence of the target gene is MEDAAAPGRTEGVLERQGAPPAAGQGGALVELTPTPGGLALVSPYHTHRAGDPLDLVALAEQVQKADEFIRANATNKLTVIAEQIQHLQEQARKVLEDAHRDANLHHVACNIVKKPGNIYYLYKRESGQQYFSIISPKEWGTSCPHDFLGAYKLQHDLSWTPYEDIEKQDAKISMMDTLLSQSVALPPCTEPNFQGLTH. The miRNA is hsa-miR-7113-3p with sequence CCUCCCUGCCCGCCUCUCUGCAG. (7) The miRNA is hsa-miR-1251-5p with sequence ACUCUAGCUGCCAAAGGCGCU. The protein sequence of the target gene is MAVFLEAKNAHAVLKRFPRANEFLEELRQGTIERECMEEICSYEEVKEVFENKEKTMEFWKGYPNAVYSVRDPSQSSDAMYVVVPLLGVVLLIVIALFIIWRCQLQKATRHHPSYAQNRYLASRAGHNLPRVMVYRGTVHSQGESSGHREAGNNPQIVMGPSRGGRTTVRLESTLYLPELSLSRLSSATPPPSYEEVTAPQEGSSEEASVSYSDPPPKYEEIVAASPSADK. Result: 0 (no interaction). (8) The miRNA is hsa-miR-761 with sequence GCAGCAGGGUGAAACUGACACA. The protein sequence of the target gene is MEAADASRSNGSSPEARDARSPSGPSGSLENGTKADGKDAKTTNGHGGEAAEGKSLGSALKPGEGRSALFAGNEWRRPIIQFVESGDDKNSNYFSMDSMEGKRSPYAGLQLGAAKKPPVTFAEKGELRKSIFSESRKPTVSIMEPGETRRNSYPRADTGLFSRSKSGSEEVLCDSCIGNKQKAVKSCLVCQASFCELHLKPHLEGAAFRDHQLLEPIRDFEARKCPVHGKTMELFCQTDQTCICYLCMFQEHKNHSTVTVEEAKAEKETELSLQKEQLQLKIIEIEDEAEKWQKEKDRIK.... Result: 1 (interaction). (9) The miRNA is rno-miR-324-5p with sequence CGCAUCCCCUAGGGCAUUGGUGU. The protein sequence of the target gene is MSQPPPPPPLPPPPPPPEAPQTSSSLAAAASPGGLSKRRDRRILSGSCPDPKCQARLFFPASGSVSIECTECGQRHEQQQLLGVEEVTDPDVVLHNLLRNALLGVTGAPKKNTELVKVMGLSNYHCKLLSPILARYGMDKQTGRAKLLRDMNQGELFDCALLGDRAFLIEPEHVNTVGYGKDRSGSLLYLHDTLEDIKRANKSQECLIPVHVDGDGHCLVHAVSRALVGRELFWHALRENLKQHFQQHLARYQALFHDFIDAAEWEDIINECDPLFVPPEGVPLGLRNIHIFGLANVLHR.... Result: 0 (no interaction). (10) The miRNA is mmu-miR-377-3p with sequence AUCACACAAAGGCAACUUUUGU. The protein sequence of the target gene is MFNVESVERVELCESLLTWIQTFNVDAPCQTAEDLTNGVVMSQVLQKIDPVYFDDNWLNRIKTEVGDNWRLKISNLKKILKGILDYNHEILGQQINDFTLPDVNLIGEHSDAAELGRMLQLILGCAVNCEQKQEYIQAIMMMEESVQHVVMTAIQELMSKESPVSAGHDAYVDLDRQLKKTTEELNEALSAKEEIAQRCHELDMQVAALQEEKSSLLAENQILMERLNQSDSIEDPNSPAGRRHLQLQTQLEQLQEETFRLEAAKDDYRIRCEELEKEISELRQQNDELTTLADEAQSLK.... Result: 1 (interaction).